From a dataset of Forward reaction prediction with 1.9M reactions from USPTO patents (1976-2016). Predict the product of the given reaction. (1) Given the reactants [Br:1]Br.[OH:3][C:4]1[C:13](C(O)=O)=[CH:12][C:11]2[C:6](=[N:7][CH:8]=[CH:9][CH:10]=2)[N:5]=1.O, predict the reaction product. The product is: [Br:1][C:13]1[C:4]([OH:3])=[N:5][C:6]2[C:11]([CH:12]=1)=[CH:10][CH:9]=[CH:8][N:7]=2. (2) The product is: [Cl:28][C:29]1[CH:30]=[C:31]([C:36]2[C:44]([C:45]([NH2:47])=[O:46])=[C:39]3[CH2:40][N:41]([C:52]([NH:25][C:4]4([CH2:3][C:1]#[N:2])[CH2:5][CH2:6][CH2:7]4)=[O:51])[CH2:42][CH2:43][N:38]3[N:37]=2)[CH:32]=[CH:33][C:34]=1[F:35]. Given the reactants [C:1]([CH2:3][C:4]1(C(O)=O)[CH2:7][CH2:6][CH2:5]1)#[N:2].C1C=CC(P([N:25]=[N+]=[N-])(C2C=CC=CC=2)=O)=CC=1.[Cl:28][C:29]1[CH:30]=[C:31]([C:36]2[C:44]([C:45]([NH2:47])=[O:46])=[C:39]3[CH2:40][NH:41][CH2:42][CH2:43][N:38]3[N:37]=2)[CH:32]=[CH:33][C:34]=1[F:35].C1[CH2:52][O:51]CC1, predict the reaction product.